Dataset: Forward reaction prediction with 1.9M reactions from USPTO patents (1976-2016). Task: Predict the product of the given reaction. (1) Given the reactants [Cl:1][C:2]1[CH:7]=[CH:6][C:5]([CH:8]([C:26]2[CH:31]=[CH:30][C:29]([Cl:32])=[CH:28][CH:27]=2)[C:9]2[CH:10]=[C:11]3[C:16](=[CH:17][CH:18]=2)[N:15]=[N:14][CH:13]=[C:12]3[NH:19][CH:20]2[CH2:25][CH2:24][NH:23][CH2:22][CH2:21]2)=[CH:4][CH:3]=1.[CH:33]([C:35]1[CH:43]=[CH:42][CH:41]=[CH:40][C:36]=1[C:37]([OH:39])=[O:38])=O.CC(O)=O.[BH3-]C#N.[Na+].Cl, predict the reaction product. The product is: [Cl:1][C:2]1[CH:7]=[CH:6][C:5]([CH:8]([C:26]2[CH:27]=[CH:28][C:29]([Cl:32])=[CH:30][CH:31]=2)[C:9]2[CH:10]=[C:11]3[C:16](=[CH:17][CH:18]=2)[N:15]=[N:14][CH:13]=[C:12]3[NH:19][CH:20]2[CH2:21][CH2:22][N:23]([CH2:33][C:35]3[CH:43]=[CH:42][CH:41]=[CH:40][C:36]=3[C:37]([OH:39])=[O:38])[CH2:24][CH2:25]2)=[CH:4][CH:3]=1. (2) Given the reactants [NH2:1][C@H:2]1[CH2:10][O:9][CH2:8][C@H:7]([O:11][CH2:12][CH2:13][CH:14]([CH3:16])[CH3:15])[C@@H:6]([O:17][CH2:18][CH2:19][CH:20]([CH3:22])[CH3:21])[C@H:5]([CH3:23])[O:4][C:3]1=[O:24].[OH:25][C:26]1[C:27]([C:34](O)=[O:35])=[N:28][CH:29]=[CH:30][C:31]=1[O:32][CH3:33].C1CN([P+](ON2N=NC3C=CC=CC2=3)(N2CCCC2)N2CCCC2)CC1.F[P-](F)(F)(F)(F)F.C(N(C(C)C)C(C)C)C, predict the reaction product. The product is: [CH2:12]([O:11][C@@H:7]1[C@@H:6]([O:17][CH2:18][CH2:19][CH:20]([CH3:22])[CH3:21])[C@H:5]([CH3:23])[O:4][C:3](=[O:24])[C@@H:2]([NH:1][C:34](=[O:35])[C:27]2[C:26]([OH:25])=[C:31]([O:32][CH3:33])[CH:30]=[CH:29][N:28]=2)[CH2:10][O:9][CH2:8]1)[CH2:13][CH:14]([CH3:16])[CH3:15]. (3) Given the reactants [CH3:1]C(C)([O-])C.[Na+].[CH3:7][NH:8][C:9]([N:11]1[CH2:15][CH2:14][CH2:13][C@@H:12]1[C:16]1[CH:20]=[C:19]([C:21]2[CH:26]=[CH:25][CH:24]=[CH:23][CH:22]=2)[O:18][N:17]=1)=[S:10].CI, predict the reaction product. The product is: [CH3:7][N:8]=[C:9]([N:11]1[CH2:15][CH2:14][CH2:13][C@@H:12]1[C:16]1[CH:20]=[C:19]([C:21]2[CH:26]=[CH:25][CH:24]=[CH:23][CH:22]=2)[O:18][N:17]=1)[S:10][CH3:1]. (4) Given the reactants Br[C:2]1[S:3][C:4]2[C:9]([N:10]3[C:14]([C:15]4[CH:20]=[CH:19][CH:18]=[CH:17][C:16]=4[Cl:21])=[CH:13][N:12]=[CH:11]3)=[N:8][NH:7][C:5]=2[N:6]=1.[O:22]1[CH2:27][CH2:26][N:25]([C:28]2[CH:34]=[CH:33][C:31]([NH2:32])=[CH:30][CH:29]=2)[CH2:24][CH2:23]1, predict the reaction product. The product is: [Cl:21][C:16]1[CH:17]=[CH:18][CH:19]=[CH:20][C:15]=1[C:14]1[N:10]([C:9]2[C:4]3[S:3][C:2]([NH:32][C:31]4[CH:30]=[CH:29][C:28]([N:25]5[CH2:26][CH2:27][O:22][CH2:23][CH2:24]5)=[CH:34][CH:33]=4)=[N:6][C:5]=3[NH:7][N:8]=2)[CH:11]=[N:12][CH:13]=1. (5) Given the reactants [CH2:1]([O:3][C:4](=[O:17])[CH2:5][C:6]1[C:15]2[C:10](=[CH:11][CH:12]=[C:13]([OH:16])[CH:14]=2)[CH:9]=[CH:8][CH:7]=1)[CH3:2].I[CH2:19][CH2:20][CH2:21][CH3:22].C(=O)([O-])[O-].[Cs+].[Cs+].O, predict the reaction product. The product is: [CH2:1]([O:3][C:4](=[O:17])[CH2:5][C:6]1[C:15]2[C:10](=[CH:11][CH:12]=[C:13]([O:16][CH2:19][CH2:20][CH2:21][CH3:22])[CH:14]=2)[CH:9]=[CH:8][CH:7]=1)[CH3:2]. (6) Given the reactants [NH2:1][C:2]1[CH:3]=[C:4]([N:8]([CH:22]2[CH2:24][CH2:23]2)[C:9]2[N:10]=[CH:11][C:12]3[N:17]=[C:16]([NH:18][C:19](=[O:21])[CH3:20])[S:15][C:13]=3[N:14]=2)[CH:5]=[CH:6][CH:7]=1.[Cl:25][C:26]1[C:34]([C:35]([F:38])([F:37])[F:36])=[CH:33][CH:32]=[CH:31][C:27]=1[C:28](O)=[O:29].F[P-](F)(F)(F)(F)F.N1(OC(N(C)C)=[N+](C)C)C2N=CC=CC=2N=N1.C(=O)([O-])O.[Na+], predict the reaction product. The product is: [C:19]([NH:18][C:16]1[S:15][C:13]2[N:14]=[C:9]([N:8]([CH:22]3[CH2:24][CH2:23]3)[C:4]3[CH:3]=[C:2]([NH:1][C:28](=[O:29])[C:27]4[CH:31]=[CH:32][CH:33]=[C:34]([C:35]([F:36])([F:37])[F:38])[C:26]=4[Cl:25])[CH:7]=[CH:6][CH:5]=3)[N:10]=[CH:11][C:12]=2[N:17]=1)(=[O:21])[CH3:20]. (7) The product is: [OH:11][C:3]1[CH:2]=[C:1]([CH:6]=[CH:5][CH:4]=1)[CH2:18][OH:14]. Given the reactants [C:1]1(P(=O)([O-])[O-])[CH:6]=[CH:5][CH:4]=[CH:3][CH:2]=1.[OH2:11].[OH-].[Na+].[O:14]1[CH2:18]CCC1, predict the reaction product. (8) Given the reactants [CH3:1][Si]([N-][Si](C)(C)C)(C)C.[K+].[CH:11]([C@H:13]1[CH2:18][N:17]([C:19]([O:21][C:22]([CH3:25])([CH3:24])[CH3:23])=[O:20])[CH2:16][CH2:15][N:14]1[C:26]([O:28][CH2:29][C:30]1[CH:35]=[CH:34][CH:33]=[CH:32][CH:31]=1)=[O:27])=O, predict the reaction product. The product is: [CH:11]([C@H:13]1[CH2:18][N:17]([C:19]([O:21][C:22]([CH3:23])([CH3:24])[CH3:25])=[O:20])[CH2:16][CH2:15][N:14]1[C:26]([O:28][CH2:29][C:30]1[CH:31]=[CH:32][CH:33]=[CH:34][CH:35]=1)=[O:27])=[CH2:1]. (9) Given the reactants [NH2:1][C@@H:2]1[C:10]2[C:5](=[C:6]([C:11]3[N:15]=[C:14]([C:16]4[CH:17]=[CH:18][C:19]([O:24][CH:25]([CH3:27])[CH3:26])=[C:20]([CH:23]=4)[C:21]#[N:22])[O:13][N:12]=3)[CH:7]=[CH:8][CH:9]=2)[CH2:4][CH2:3]1.[CH3:28][S:29](Cl)(=[O:31])=[O:30], predict the reaction product. The product is: [C:21]([C:20]1[CH:23]=[C:16]([C:14]2[O:13][N:12]=[C:11]([C:6]3[CH:7]=[CH:8][CH:9]=[C:10]4[C:5]=3[CH2:4][CH2:3][C@@H:2]4[NH:1][S:29]([CH3:28])(=[O:31])=[O:30])[N:15]=2)[CH:17]=[CH:18][C:19]=1[O:24][CH:25]([CH3:27])[CH3:26])#[N:22].